This data is from Catalyst prediction with 721,799 reactions and 888 catalyst types from USPTO. The task is: Predict which catalyst facilitates the given reaction. Reactant: [F:1][C:2]1[CH:10]=[CH:9][CH:8]=[C:7]([F:11])[C:3]=1[C:4](Cl)=[O:5].[NH2:12][C:13]([CH3:18])([CH3:17])[C:14](O)=[O:15]. Product: [F:1][C:2]1[CH:10]=[CH:9][CH:8]=[C:7]([F:11])[C:3]=1[C:4]1[O:5][C:14](=[O:15])[C:13]([CH3:18])([CH3:17])[N:12]=1. The catalyst class is: 17.